Task: Predict the reactants needed to synthesize the given product.. Dataset: Full USPTO retrosynthesis dataset with 1.9M reactions from patents (1976-2016) (1) Given the product [Cl:17][C:8]1[CH:7]=[CH:6][C:5]2[C:10](=[C:11]([O:12][CH3:13])[C:2]([F:1])=[CH:3][CH:4]=2)[N:9]=1, predict the reactants needed to synthesize it. The reactants are: [F:1][C:2]1[C:11]([O:12][CH3:13])=[C:10]2[C:5]([CH:6]=[CH:7][C:8](O)=[N:9]2)=[CH:4][CH:3]=1.O=P(Cl)(Cl)[Cl:17]. (2) Given the product [CH3:1][C:2]1[CH:7]=[CH:6][C:5]([S:8]([O:11][CH2:12][C@H:13]2[CH2:14][CH2:15][CH2:23][C:22]3[CH:21]=[CH:20][CH:19]=[C:18]([C:26]4[C:31]([Cl:32])=[CH:30][CH:29]=[CH:28][C:27]=4[Cl:33])[C:17]=3[O:16]2)(=[O:10])=[O:9])=[CH:4][CH:3]=1, predict the reactants needed to synthesize it. The reactants are: [CH3:1][C:2]1[CH:7]=[CH:6][C:5]([S:8]([O:11][CH2:12][C@H:13]([O:16][C:17]2[C:22]([CH2:23]C=C)=[CH:21][CH:20]=[CH:19][C:18]=2[C:26]2[C:31]([Cl:32])=[CH:30][CH:29]=[CH:28][C:27]=2[Cl:33])[CH:14]=[CH2:15])(=[O:10])=[O:9])=[CH:4][CH:3]=1.[H][H].